This data is from Full USPTO retrosynthesis dataset with 1.9M reactions from patents (1976-2016). The task is: Predict the reactants needed to synthesize the given product. (1) Given the product [F:45][C:44]([F:47])([F:46])[C:42]([OH:48])=[O:43].[F:21][C:19]([F:20])([F:22])[S:16]([O:15][C:12]1[CH:11]=[CH:10][C:9]2[N:8]([S:23]([C:26]3[CH:27]=[CH:28][CH:29]=[CH:30][CH:31]=3)(=[O:24])=[O:25])[CH:7]=[C:6]3[CH2:5][CH2:4][NH:3][CH:2]([CH3:1])[C:13]=1[C:14]=23)(=[O:17])=[O:18], predict the reactants needed to synthesize it. The reactants are: [CH3:1][CH:2]1[C:13]2[C:14]3[C:6](=[CH:7][N:8]([S:23]([C:26]4[CH:31]=[CH:30][CH:29]=[CH:28][CH:27]=4)(=[O:25])=[O:24])[C:9]=3[CH:10]=[CH:11][C:12]=2[O:15][S:16]([C:19]([F:22])([F:21])[F:20])(=[O:18])=[O:17])[CH2:5][CH2:4][N:3]1C(OC(C)(C)C)=O.C(Cl)Cl.[C:42]([OH:48])([C:44]([F:47])([F:46])[F:45])=[O:43]. (2) Given the product [CH3:22][N:23]([N:12]=[N:1][C:2]1[CH:6]=[CH:5][S:4][C:3]=1[C:7]([O:9][CH3:10])=[O:8])[CH3:24], predict the reactants needed to synthesize it. The reactants are: [NH2:1][C:2]1[CH:6]=[CH:5][S:4][C:3]=1[C:7]([O:9][CH3:10])=[O:8].Cl.[N:12]([O-])=O.[Na+].C([O-])([O-])=O.[K+].[K+].[CH3:22][NH:23][CH3:24]. (3) Given the product [CH3:1][O:2][C:3](=[O:30])[CH2:4][C:5]1[CH:10]=[CH:9][CH:8]=[C:7]([O:11][CH2:12][CH2:13][CH2:14][N:15]([CH2:16][CH:17]([C:24]2[CH:29]=[CH:28][CH:27]=[CH:26][CH:25]=2)[C:18]2[CH:19]=[CH:20][CH:21]=[CH:22][CH:23]=2)[CH2:35][C:34]2[CH:37]=[CH:38][CH:39]=[C:32]([Cl:31])[CH:33]=2)[CH:6]=1, predict the reactants needed to synthesize it. The reactants are: [CH3:1][O:2][C:3](=[O:30])[CH2:4][C:5]1[CH:10]=[CH:9][CH:8]=[C:7]([O:11][CH2:12][CH2:13][CH2:14][NH:15][CH2:16][CH:17]([C:24]2[CH:29]=[CH:28][CH:27]=[CH:26][CH:25]=2)[C:18]2[CH:23]=[CH:22][CH:21]=[CH:20][CH:19]=2)[CH:6]=1.[Cl:31][C:32]1[CH:33]=[C:34]([CH:37]=[CH:38][CH:39]=1)[CH2:35]Br.C(=O)([O-])[O-].[K+].[K+]. (4) Given the product [F:1][C:2]([F:29])([F:28])[O:3][C:4]1[CH:5]=[CH:6][C:7]([N:10]2[CH:14]=[N:13][C:12]([C:15]3[CH:16]=[CH:17][C:18]([CH:21]4[CH2:26][CH2:25][CH2:24][CH2:23][CH:22]4[NH2:36])=[CH:19][CH:20]=3)=[N:11]2)=[CH:8][CH:9]=1, predict the reactants needed to synthesize it. The reactants are: [F:1][C:2]([F:29])([F:28])[O:3][C:4]1[CH:9]=[CH:8][C:7]([N:10]2[CH:14]=[N:13][C:12]([C:15]3[CH:20]=[CH:19][C:18]([CH:21]4[CH2:26][CH2:25][CH2:24][CH2:23][C:22]4=O)=[CH:17][CH:16]=3)=[N:11]2)=[CH:6][CH:5]=1.C([O-])(=O)C.[NH4+].C([BH3-])#[N:36].[Na+]. (5) Given the product [O:48]1[C:49]2[CH:55]=[CH:54][CH:53]=[CH:52][C:50]=2[N:51]=[C:47]1[O:1][C:2]1[CH:7]=[CH:6][C:5]([CH2:8][CH2:9][CH2:10][N:11]2[CH2:12][CH2:13][CH:14]([OH:17])[CH2:15][CH2:16]2)=[CH:4][CH:3]=1, predict the reactants needed to synthesize it. The reactants are: [OH:1][C:2]1[CH:7]=[CH:6][C:5]([CH2:8][CH2:9][CH2:10][N:11]2[CH2:16][CH2:15][CH:14]([OH:17])[CH2:13][CH2:12]2)=[CH:4][CH:3]=1.BrCCCC1C=CC(O)=CC=1.Cl.OC1CCNCC1.C(N(CC)C(C)C)(C)C.Cl[C:47]1[O:48][C:49]2[CH:55]=[CH:54][CH:53]=[CH:52][C:50]=2[N:51]=1.C([O-])([O-])=O.[Cs+].[Cs+]. (6) Given the product [CH3:1][C:2]1[N:3]=[C:4]2[CH:9]=[CH:8][CH:7]=[C:6]([CH2:10][N:11]([C:25]([O:27][C:28]([CH3:31])([CH3:30])[CH3:29])=[O:26])[CH2:12][CH2:13][CH2:14][CH2:15][NH:16][S:17]([C:20]([F:21])([F:22])[F:23])(=[O:19])=[O:18])[N:5]2[CH:24]=1, predict the reactants needed to synthesize it. The reactants are: [CH3:1][C:2]1[N:3]=[C:4]2[CH:9]=[CH:8][CH:7]=[C:6]([CH2:10][NH:11][CH2:12][CH2:13][CH2:14][CH2:15][NH:16][S:17]([C:20]([F:23])([F:22])[F:21])(=[O:19])=[O:18])[N:5]2[CH:24]=1.[C:25](O[C:25]([O:27][C:28]([CH3:31])([CH3:30])[CH3:29])=[O:26])([O:27][C:28]([CH3:31])([CH3:30])[CH3:29])=[O:26]. (7) Given the product [C:1]([O:5][C:6]([NH:8][C@H:9]([CH2:10][OH:11])[CH2:13][CH2:14][C:15]([O:17][CH3:18])=[O:16])=[O:7])([CH3:3])([CH3:2])[CH3:4], predict the reactants needed to synthesize it. The reactants are: [C:1]([O:5][C:6]([NH:8][C@@H:9]([CH2:13][CH2:14][C:15]([O:17][CH3:18])=[O:16])[C:10](O)=[O:11])=[O:7])([CH3:4])([CH3:3])[CH3:2].CN1CCOCC1.ClC(OCC)=O.[BH4-].[Na+].OS([O-])(=O)=O.[K+].